Dataset: NCI-60 drug combinations with 297,098 pairs across 59 cell lines. Task: Regression. Given two drug SMILES strings and cell line genomic features, predict the synergy score measuring deviation from expected non-interaction effect. Drug 1: C(=O)(N)NO. Drug 2: CC1CCC2CC(C(=CC=CC=CC(CC(C(=O)C(C(C(=CC(C(=O)CC(OC(=O)C3CCCCN3C(=O)C(=O)C1(O2)O)C(C)CC4CCC(C(C4)OC)O)C)C)O)OC)C)C)C)OC. Cell line: COLO 205. Synergy scores: CSS=-2.76, Synergy_ZIP=1.77, Synergy_Bliss=1.62, Synergy_Loewe=-8.52, Synergy_HSA=-2.57.